From a dataset of Reaction yield outcomes from USPTO patents with 853,638 reactions. Predict the reaction yield, written as a fraction of the theoretical maximum amount of product (1.0 means a 100% yield; for example, 0.34 means a 34% yield). (1) The catalyst is C(Cl)Cl. The yield is 0.644. The product is [Cl:1][CH2:2][C:3]1[CH:4]=[CH:5][C:6]([CH2:9][C:10]2[N:14]([CH2:15][CH3:16])[C:13]([C:17]([O:19][CH2:20][CH3:21])=[O:18])=[CH:12][C:11]=2[CH3:22])=[CH:7][CH:8]=1. The reactants are [Cl:1][CH2:2][C:3]1[CH:8]=[CH:7][C:6]([CH:9](O)[C:10]2[N:14]([CH2:15][CH3:16])[C:13]([C:17]([O:19][CH2:20][CH3:21])=[O:18])=[CH:12][C:11]=2[CH3:22])=[CH:5][CH:4]=1.FC(F)(F)C(O)=O.C([SiH](CC)CC)C.C([O-])(O)=O.[Na+]. (2) The reactants are [NH2:1][C:2]1[CH:7]=[CH:6][CH:5]=[CH:4][C:3]=1[S:8]([NH2:11])(=[O:10])=[O:9].[O:12]1[CH:16]=[CH:15][CH:14]=[C:13]1[C:17]1[CH:22]=[CH:21][C:20](/[CH:23]=[CH:24]/[S:25](Cl)(=[O:27])=[O:26])=[CH:19][CH:18]=1. The catalyst is N1C=CC=CC=1. The product is [O:12]1[CH:16]=[CH:15][CH:14]=[C:13]1[C:17]1[CH:18]=[CH:19][C:20](/[CH:23]=[CH:24]/[S:25]([NH:1][C:2]2[CH:7]=[CH:6][CH:5]=[CH:4][C:3]=2[S:8]([NH2:11])(=[O:9])=[O:10])(=[O:27])=[O:26])=[CH:21][CH:22]=1. The yield is 0.980. (3) No catalyst specified. The yield is 0.600. The product is [CH3:18][O:17][C:13]1[CH:12]=[C:11]([CH:16]=[CH:15][CH:14]=1)[CH2:10][CH2:9][C:6]1[CH:7]=[CH:8][C:3](=[O:2])[N:4]([CH2:24][C:23]2[CH:26]=[CH:27][C:20]([Cl:19])=[C:21]([F:28])[CH:22]=2)[CH:5]=1. The reactants are C[O:2][C:3]1[CH:8]=[CH:7][C:6]([CH2:9][CH2:10][C:11]2[CH:16]=[CH:15][CH:14]=[C:13]([O:17][CH3:18])[CH:12]=2)=[CH:5][N:4]=1.[Cl:19][C:20]1[CH:27]=[CH:26][C:23]([CH2:24]Br)=[CH:22][C:21]=1[F:28]. (4) The reactants are [Cl:1][C:2]1[CH:7]=[C:6]([NH:8]/[C:9](=[N:12]/[C:13]#[N:14])/SC)[CH:5]=[C:4]([C:15]([F:18])([F:17])[F:16])[C:3]=1[C:19]1[CH:24]=[CH:23][C:22]([O:25][CH:26]2[CH2:31][CH2:30][N:29]([C:32]([O:34][C:35]([CH3:38])([CH3:37])[CH3:36])=[O:33])[CH2:28][CH2:27]2)=[CH:21][CH:20]=1.[NH2:39][NH2:40]. The catalyst is C(O)C. The product is [C:35]([O:34][C:32]([N:29]1[CH2:28][CH2:27][CH:26]([O:25][C:22]2[CH:23]=[CH:24][C:19]([C:3]3[C:2]([Cl:1])=[CH:7][C:6]([NH:8][C:9]4[N:12]=[C:13]([NH2:14])[NH:40][N:39]=4)=[CH:5][C:4]=3[C:15]([F:18])([F:17])[F:16])=[CH:20][CH:21]=2)[CH2:31][CH2:30]1)=[O:33])([CH3:36])([CH3:37])[CH3:38]. The yield is 0.900. (5) The reactants are [CH2:1]([C:6]1[CH:7]=[C:8]2[C:12](=[CH:13][CH:14]=1)[NH:11][C:10](=[O:15])[C:9]2=[O:16])[CH2:2][CH2:3][CH2:4][CH3:5].ClC1C=CC=C(C(OO)=[O:25])C=1.C(=O)(O)[O-].[Na+].O. The catalyst is C1COCC1. The product is [CH2:1]([C:6]1[CH:7]=[C:8]2[C:9]([O:15][C:10](=[O:25])[NH:11][C:12]2=[CH:13][CH:14]=1)=[O:16])[CH2:2][CH2:3][CH2:4][CH3:5]. The yield is 0.840. (6) The reactants are [SH:1][C:2]1[CH:7]=[CH:6][C:5]([OH:8])=[CH:4][CH:3]=1.[C:9]([O:13][C:14](=[O:17])[CH2:15]Br)([CH3:12])([CH3:11])[CH3:10].C([O-])([O-])=O.[K+].[K+]. The catalyst is CN(C=O)C. The product is [C:9]([O:13][C:14](=[O:17])[CH2:15][S:1][C:2]1[CH:7]=[CH:6][C:5]([OH:8])=[CH:4][CH:3]=1)([CH3:12])([CH3:11])[CH3:10]. The yield is 0.770. (7) The reactants are [N+:1]([C:4]1[CH:5]=[C:6]([CH:10]=[C:11]([C:13]2[O:14][C:15]3[C:16]([N:21]=2)=[N:17][CH:18]=[CH:19][CH:20]=3)[CH:12]=1)[C:7](O)=[O:8])([O-:3])=[O:2].CN1CCOCC1.ClC(OCC(C)C)=O.[BH4-].[Na+]. The catalyst is C1COCC1.O. The product is [N+:1]([C:4]1[CH:5]=[C:6]([CH2:7][OH:8])[CH:10]=[C:11]([C:13]2[O:14][C:15]3[C:16]([N:21]=2)=[N:17][CH:18]=[CH:19][CH:20]=3)[CH:12]=1)([O-:3])=[O:2]. The yield is 0.680.